This data is from Forward reaction prediction with 1.9M reactions from USPTO patents (1976-2016). The task is: Predict the product of the given reaction. (1) Given the reactants [CH2:1](I)[CH3:2].CN(C=O)C.[Br:9][C:10]1[C:19]([O:20][CH3:21])=[CH:18][C:13]([C:14]([O:16][CH3:17])=[O:15])=[CH:12][C:11]=1[OH:22].C(=O)([O-])[O-].[K+].[K+], predict the reaction product. The product is: [Br:9][C:10]1[C:19]([O:20][CH3:21])=[CH:18][C:13]([C:14]([O:16][CH3:17])=[O:15])=[CH:12][C:11]=1[O:22][CH2:1][CH3:2]. (2) Given the reactants [NH:1]1[C:9]2[C:4](=[CH:5][CH:6]=[CH:7][CH:8]=2)[C:3](/[CH:10]=[C:11]2\[O:12][C:13]3[C:20](/[CH:21]=[CH:22]\[CH2:23][CH:24]4[CH2:29][CH2:28][N:27](C(OC(C)(C)C)=O)[CH2:26][CH2:25]4)=[C:19]([O:37][CH3:38])[CH:18]=[CH:17][C:14]=3[C:15]\2=[O:16])=[N:2]1.Cl, predict the reaction product. The product is: [NH:1]1[C:9]2[C:4](=[CH:5][CH:6]=[CH:7][CH:8]=2)[C:3](/[CH:10]=[C:11]2\[O:12][C:13]3[C:20](/[CH:21]=[CH:22]\[CH2:23][CH:24]4[CH2:29][CH2:28][NH:27][CH2:26][CH2:25]4)=[C:19]([O:37][CH3:38])[CH:18]=[CH:17][C:14]=3[C:15]\2=[O:16])=[N:2]1. (3) Given the reactants [BH4-].[Na+].[C:3]([Si:7]([CH3:25])([CH3:24])[O:8][C@@H:9]1[C:17]2[C:12](=[C:13]([C:18](=[O:23])[C:19]([F:22])([F:21])[F:20])[CH:14]=[CH:15][CH:16]=2)[CH2:11][CH2:10]1)([CH3:6])([CH3:5])[CH3:4], predict the reaction product. The product is: [C:3]([Si:7]([CH3:25])([CH3:24])[O:8][C@@H:9]1[C:17]2[C:12](=[C:13]([CH:18]([OH:23])[C:19]([F:20])([F:21])[F:22])[CH:14]=[CH:15][CH:16]=2)[CH2:11][CH2:10]1)([CH3:6])([CH3:5])[CH3:4]. (4) Given the reactants [ClH:1].[CH3:2][O:3][C:4]1[CH:5]=[C:6]([C:14]2[CH:58]=[CH:57][C:17]([C:18]([N:20]3[CH2:26][CH2:25][CH2:24][N:23]([CH2:27][CH2:28][CH2:29][N:30]4[CH2:36][CH2:35][CH2:34][N:33]([C:37](=[O:56])[C:38]5[CH:43]=[CH:42][C:41]([C:44]6[CH:49]=[C:48]([O:50][CH3:51])[C:47]([O:52][CH3:53])=[C:46]([O:54][CH3:55])[CH:45]=6)=[CH:40][CH:39]=5)[CH2:32][CH2:31]4)[CH2:22][CH2:21]3)=[O:19])=[CH:16][CH:15]=2)[CH:7]=[C:8]([O:12][CH3:13])[C:9]=1[O:10][CH3:11], predict the reaction product. The product is: [ClH:1].[ClH:1].[CH3:51][O:50][C:48]1[CH:49]=[C:44]([C:41]2[CH:42]=[CH:43][C:38]([C:37]([N:33]3[CH2:34][CH2:35][CH2:36][N:30]([CH2:29][CH2:28][CH2:27][N:23]4[CH2:24][CH2:25][CH2:26][N:20]([C:18](=[O:19])[C:17]5[CH:57]=[CH:58][C:14]([C:6]6[CH:5]=[C:4]([O:3][CH3:2])[C:9]([O:10][CH3:11])=[C:8]([O:12][CH3:13])[CH:7]=6)=[CH:15][CH:16]=5)[CH2:21][CH2:22]4)[CH2:31][CH2:32]3)=[O:56])=[CH:39][CH:40]=2)[CH:45]=[C:46]([O:54][CH3:55])[C:47]=1[O:52][CH3:53]. (5) Given the reactants [NH2:1][C:2]1[CH:11]=[CH:10][CH:9]=[C:8]2[C:3]=1[CH:4]=[CH:5][C:6]([CH3:12])=[N:7]2.[F:13][C:14]1[C:15]([O:23][CH3:24])=[C:16]([CH:19]=[C:20]([F:22])[CH:21]=1)[CH:17]=O.C(O)(=O)C, predict the reaction product. The product is: [F:13][C:14]1[C:15]([O:23][CH3:24])=[C:16]([CH:17]=[N:1][C:2]2[C:3]3[CH:4]=[CH:5][C:6]([CH3:12])=[N:7][C:8]=3[CH:9]=[CH:10][CH:11]=2)[CH:19]=[C:20]([F:22])[CH:21]=1. (6) Given the reactants C(N(CC)CC)C.Cl.[CH3:9][NH:10][CH2:11][C:12]1[CH:20]=[CH:19][CH:18]=[C:17]2[C:13]=1[CH2:14][N:15]([CH:22]1[CH2:27][CH2:26][C:25](=[O:28])[NH:24][C:23]1=[O:29])[C:16]2=[O:21].[Cl:30][C:31]1[CH:32]=[C:33]([N:38]=[C:39]=[O:40])[CH:34]=[CH:35][C:36]=1[Cl:37], predict the reaction product. The product is: [Cl:30][C:31]1[CH:32]=[C:33]([NH:38][C:39](=[O:40])[N:10]([CH2:11][C:12]2[CH:20]=[CH:19][CH:18]=[C:17]3[C:13]=2[CH2:14][N:15]([CH:22]2[CH2:27][CH2:26][C:25](=[O:28])[NH:24][C:23]2=[O:29])[C:16]3=[O:21])[CH3:9])[CH:34]=[CH:35][C:36]=1[Cl:37]. (7) Given the reactants Br[C:2]1[CH:3]=[C:4]2[C:9](=[CH:10][CH:11]=1)C=NC/[C:5]/2=[CH:12]\[NH:13][CH2:14][C:15]1[CH:20]=[CH:19][C:18]([O:21][CH:22]([F:24])[F:23])=[C:17]([OH:25])[CH:16]=1.[S:26]1[CH:30]=[CH:29][C:28](B(O)O)=[CH:27]1.C([O-])([O-])=[O:35].[Na+].[Na+].C[N:41]([CH3:44])[CH:42]=[O:43], predict the reaction product. The product is: [F:23][CH:22]([F:24])[O:21][C:18]1[CH:19]=[CH:20][C:15]([CH2:14][NH:13]/[CH:12]=[C:5]2\[C:44](=[O:35])[NH:41][C:42](=[O:43])[C:3]3[C:4]\2=[CH:9][C:10]([C:28]2[CH:29]=[CH:30][S:26][CH:27]=2)=[CH:11][CH:2]=3)=[CH:16][C:17]=1[OH:25].